This data is from Forward reaction prediction with 1.9M reactions from USPTO patents (1976-2016). The task is: Predict the product of the given reaction. (1) Given the reactants Br[C:2]1[C:10]2[C:5](=[CH:6][CH:7]=[C:8]([C:11]#[N:12])[CH:9]=2)[N:4](C2CCCCO2)[N:3]=1.[O:19]1[CH2:23][CH2:22][C:21]2[CH:24]=[C:25](B(O)O)[CH:26]=[CH:27][C:20]1=2.ClCCl.P([O-])([O-])([O-])=O.[K+].[K+].[K+].Cl, predict the reaction product. The product is: [O:19]1[CH2:23][CH2:22][C:21]2[CH:24]=[C:25]([C:2]3[C:10]4[C:5](=[CH:6][CH:7]=[C:8]([C:11]#[N:12])[CH:9]=4)[NH:4][N:3]=3)[CH:26]=[CH:27][C:20]1=2. (2) Given the reactants [CH2:1](C1C(N[C@@H]2C3C(=CC=CC=3)C[C@@H]2O)=NC(CC)=CN=1)[CH3:2].[Br:22][C:23]1[N:24]=[C:25]([CH3:42])[C:26]([NH:31][C@@H:32]2[C:40]3[C:35](=[CH:36][CH:37]=[CH:38][CH:39]=3)[CH2:34][C@@H:33]2[OH:41])=[N:27][C:28]=1[CH2:29][CH3:30].BrC1N=C(CC)C(N[C@@H]2C3C(=CC=CC=3)C[C@@H]2O)=NC=1C, predict the reaction product. The product is: [Br:22][C:23]1[N:24]=[C:25]([CH:42]2[CH2:2][CH2:1]2)[C:26]([NH:31][C@@H:32]2[C:40]3[C:35](=[CH:36][CH:37]=[CH:38][CH:39]=3)[CH2:34][C@@H:33]2[OH:41])=[N:27][C:28]=1[CH2:29][CH3:30].